Dataset: Reaction yield outcomes from USPTO patents with 853,638 reactions. Task: Predict the reaction yield, written as a fraction of the theoretical maximum amount of product (1.0 means a 100% yield; for example, 0.34 means a 34% yield). (1) The reactants are [CH3:1][O:2][C:3]1[N:13]=[CH:12][C:11]2[S:10][CH2:9][CH2:8][N:7]([CH2:14][C:15]3[CH:24]=[CH:23][C:18]([C:19]([O:21]C)=[O:20])=[CH:17][CH:16]=3)[CH2:6][C:5]=2[CH:4]=1.[OH-].[Li+].CO.C1COCC1. The catalyst is O. The product is [CH3:1][O:2][C:3]1[N:13]=[CH:12][C:11]2[S:10][CH2:9][CH2:8][N:7]([CH2:14][C:15]3[CH:24]=[CH:23][C:18]([C:19]([OH:21])=[O:20])=[CH:17][CH:16]=3)[CH2:6][C:5]=2[CH:4]=1. The yield is 0.230. (2) The reactants are CN(C(ON1N=NC2C=CC=CC1=2)=[N+](C)C)C.F[P-](F)(F)(F)(F)F.C1C=CC2N(O)N=NC=2C=1.[CH3:35][O:36][C:37]1[CH:45]=[CH:44][CH:43]=[CH:42][C:38]=1[C:39]([OH:41])=O.CCN(C(C)C)C(C)C.O[NH:56][C:57](=[NH:71])[CH2:58][S:59][C:60]1[N:64]([CH3:65])[C:63]([C:66]2[S:67][CH:68]=[CH:69][CH:70]=2)=[N:62][N:61]=1. The catalyst is CN(C=O)C.O. The product is [CH3:35][O:36][C:37]1[CH:45]=[CH:44][CH:43]=[CH:42][C:38]=1[C:39]1[O:41][N:71]=[C:57]([CH2:58][S:59][C:60]2[N:64]([CH3:65])[C:63]([C:66]3[S:67][CH:68]=[CH:69][CH:70]=3)=[N:62][N:61]=2)[N:56]=1. The yield is 0.110.